This data is from Full USPTO retrosynthesis dataset with 1.9M reactions from patents (1976-2016). The task is: Predict the reactants needed to synthesize the given product. (1) Given the product [F:46][C:47]1[CH:48]=[C:49]([CH:94]=[CH:95][CH:96]=1)[CH2:50][N:51]1[CH:55]=[C:54]([C:56]2[C:64]3[C:59](=[N:60][CH:61]=[C:62]([C:65]4[CH:66]=[CH:67][C:68]([CH:71]5[CH2:76][CH2:75][N:74]([C:77]([O:79][C:80]([CH3:82])([CH3:83])[CH3:81])=[O:78])[CH2:73][CH2:72]5)=[N:69][CH:70]=4)[CH:63]=3)[NH:58][CH:57]=2)[CH:53]=[N:52]1, predict the reactants needed to synthesize it. The reactants are: Cl.FC1C=C(C=CC=1)CN1C=C(C2C3C(=NC=C(C4C=CC(C5CCNCC5)=CC=4)C=3)N(S(C3C=CC(C)=CC=3)(=O)=O)C=2)C=N1.[F:46][C:47]1[CH:48]=[C:49]([CH:94]=[CH:95][CH:96]=1)[CH2:50][N:51]1[CH:55]=[C:54]([C:56]2[C:64]3[C:59](=[N:60][CH:61]=[C:62]([C:65]4[CH:66]=[CH:67][C:68]([CH:71]5[CH2:76][CH2:75][N:74]([C:77]([O:79][C:80]([CH3:83])([CH3:82])[CH3:81])=[O:78])[CH2:73][CH2:72]5)=[N:69][CH:70]=4)[CH:63]=3)[N:58](S(C3C=CC(C)=CC=3)(=O)=O)[CH:57]=2)[CH:53]=[N:52]1.[OH-].[Li+]. (2) Given the product [CH2:25]([O:24][C:22](=[O:23])[CH2:21][C:15]1[C:12]([CH3:13])=[N:1][C:2]2[N:6]([N:5]=[C:4]([C:7]([O:9][CH2:10][CH3:11])=[O:8])[CH:3]=2)[C:16]=1[OH:17])[CH3:26], predict the reactants needed to synthesize it. The reactants are: [NH2:1][C:2]1[NH:6][N:5]=[C:4]([C:7]([O:9][CH2:10][CH3:11])=[O:8])[CH:3]=1.[C:12]([CH:15]([CH2:21][C:22]([O:24][CH2:25][CH3:26])=[O:23])[C:16](OCC)=[O:17])(=O)[CH3:13]. (3) Given the product [F:3][C:4]1[CH:9]=[CH:8][C:7]([C@H:10]([O:16][CH3:18])[CH2:11][CH2:12][C:13]([OH:15])=[O:14])=[CH:6][C:5]=1[CH3:17], predict the reactants needed to synthesize it. The reactants are: [H-].[Na+].[F:3][C:4]1[CH:9]=[CH:8][C:7]([C@H:10]([OH:16])[CH2:11][CH2:12][C:13]([OH:15])=[O:14])=[CH:6][C:5]=1[CH3:17].[CH3:18]I. (4) Given the product [NH2:1][C:2]1[N:10]=[CH:9][N:8]=[C:7]2[C:3]=1[N:4]=[C:5]([S:17][C:18]1[NH:19][C:20]3[C:25]([C:26]=1[Cl:34])=[CH:24][CH:23]=[CH:22][CH:21]=3)[N:6]2[CH2:11][CH2:12][O:13][C:14](=[O:16])[CH3:15], predict the reactants needed to synthesize it. The reactants are: [NH2:1][C:2]1[N:10]=[CH:9][N:8]=[C:7]2[C:3]=1[N:4]=[C:5]([S:17][C:18]1[NH:19][C:20]3[C:25]([CH:26]=1)=[CH:24][CH:23]=[CH:22][CH:21]=3)[N:6]2[CH2:11][CH2:12][O:13][C:14](=[O:16])[CH3:15].C1C(=O)N([Cl:34])C(=O)C1.CCOC(C)=O.C([O-])(O)=O.[Na+].CCOC(C)=O.CCN(CC)CC. (5) Given the product [C:1]1([CH:7]([C:11]2[CH:16]=[CH:15][CH:14]=[CH:13][CH:12]=2)[C:8]([NH:10][C:20](=[O:21])[CH2:17][CH2:18][CH3:19])=[O:9])[CH:2]=[CH:3][CH:4]=[CH:5][CH:6]=1, predict the reactants needed to synthesize it. The reactants are: [C:1]1([CH:7]([C:11]2[CH:16]=[CH:15][CH:14]=[CH:13][CH:12]=2)[C:8]([NH2:10])=[O:9])[CH:6]=[CH:5][CH:4]=[CH:3][CH:2]=1.[CH2:17]([C:20](Cl)=[O:21])[CH2:18][CH3:19]. (6) Given the product [CH2:23]([O:22][C:19]1[CH:18]=[CH:17][C:16]([S:13]([N:11]([CH3:12])[C:5]2([C:3]([OH:4])=[O:2])[CH2:10][CH2:9][CH2:8][CH2:7][CH2:6]2)(=[O:14])=[O:15])=[CH:21][CH:20]=1)[C:24]#[C:25][CH3:26], predict the reactants needed to synthesize it. The reactants are: C[O:2][C:3]([C:5]1([N:11]([S:13]([C:16]2[CH:21]=[CH:20][C:19]([O:22][CH2:23][C:24]#[C:25][CH3:26])=[CH:18][CH:17]=2)(=[O:15])=[O:14])[CH3:12])[CH2:10][CH2:9][CH2:8][CH2:7][CH2:6]1)=[O:4]. (7) Given the product [N:22]1[CH:27]=[CH:26][CH:25]=[C:24]([C:2]2[CH:3]=[N:4][CH:5]=[C:6]3[C:11]=2[N:10]=[C:9]([C:12]([NH:14][CH2:15][C:16]2[CH:21]=[CH:20][N:19]=[CH:18][CH:17]=2)=[O:13])[CH:8]=[CH:7]3)[CH:23]=1, predict the reactants needed to synthesize it. The reactants are: Br[C:2]1[CH:3]=[N:4][CH:5]=[C:6]2[C:11]=1[N:10]=[C:9]([C:12]([NH:14][CH2:15][C:16]1[CH:21]=[CH:20][N:19]=[CH:18][CH:17]=1)=[O:13])[CH:8]=[CH:7]2.[N:22]1[CH:27]=[CH:26][CH:25]=[C:24](B(O)O)[CH:23]=1.C(=O)([O-])[O-].[Cs+].[Cs+]. (8) Given the product [Br-:13].[CH2:8]([O:10][C:11](=[O:14])[CH2:12][N+:2]1([CH3:1])[CH2:7][CH2:6][CH2:5][CH2:4][CH2:3]1)[CH3:9], predict the reactants needed to synthesize it. The reactants are: [CH3:1][N:2]1[CH2:7][CH2:6][CH2:5][CH2:4][CH2:3]1.[CH2:8]([O:10][C:11](=[O:14])[CH2:12][Br:13])[CH3:9].